Task: Regression. Given a peptide amino acid sequence and an MHC pseudo amino acid sequence, predict their binding affinity value. This is MHC class II binding data.. Dataset: Peptide-MHC class II binding affinity with 134,281 pairs from IEDB (1) The peptide sequence is SGSEAYQGVQQKWDA. The MHC is DRB1_0901 with pseudo-sequence DRB1_0901. The binding affinity (normalized) is 0.186. (2) The peptide sequence is RFDTNGDGKISLSEL. The MHC is DRB3_0202 with pseudo-sequence DRB3_0202. The binding affinity (normalized) is 0.176.